Dataset: Experimentally validated miRNA-target interactions with 360,000+ pairs, plus equal number of negative samples. Task: Binary Classification. Given a miRNA mature sequence and a target amino acid sequence, predict their likelihood of interaction. (1) The miRNA is hsa-miR-10b-3p with sequence ACAGAUUCGAUUCUAGGGGAAU. The protein sequence of the target gene is MSEEVTYADLQFQNSSEMEKIPEIGKFGEKAPPAPSHVWRPAALFLTLLCLLLLIGLGVLASMFHVTLKIEMKKMNKLQNISEELQRNISLQLMSNMNISNKIRNLSTTLQTIATKLCRELYSKEQEHKCKPCPRRWIWHKDSCYFLSDDVQTWQESKMACAAQNASLLKINNKNALEFIKSQSRSYDYWLGLSPEEDSTRGMRVDNIINSSAWVIRNAPDLNNMYCGYINRLYVQYYHCTYKKRMICEKMANPVQLGSTYFREA. Result: 0 (no interaction). (2) The miRNA is rno-miR-34a-3p with sequence AAUCAGCAAGUAUACUGCCCUA. The protein sequence of the target gene is MAQSKRHVYSRTPSGSRMSAEASARPLRVGSRVEVIGKGHRGTVAYVGATLFATGKWVGVILDEAKGKNDGTVQGRKYFTCDEGHGIFVRQSQIQVFEDGADTTSPETPDSSASKVLKREGTDTTAKTSKLRGLKPKKAPTARKTTTRRPKPTRPASTGVAGASSSLGPSGSASAGELSSSEPSTPAQTPLAAPIIPTPVLTSPGAVPPLPSPSKEEEGLRAQVRDLEEKLETLRLKRAEDKAKLKELEKHKIQLEQVQEWKSKMQEQQADLQRRLKEARKEAKEALEAKERYMEEMADT.... Result: 0 (no interaction). (3) The miRNA is mmu-miR-21a-5p with sequence UAGCUUAUCAGACUGAUGUUGA. The protein sequence of the target gene is MPVQAPQWTDFLSCPICTQTFDETIRKPISLGCGHTVCKMCLNKLHRKACPFDQTTINTDIELLPVNSALLQLVGAQIPEQQPITLCSGVEDTKHYEEAKKCVEELALYLKPLSSARGVGLNSTTQSVLSRPMQRKLVTLVHCQLVEEEGRIRAMRAARSLGERTVTELILQHQNPQQLSSNLWAAVRARGCQFLGPAMQEEALKLVLLALEDGSALSRKVLVLFVVQRLEPRFPQASKTSIGHVVQLLYRASCFKVTKRDEDSSLMQLKEEFRTYEALRREHDSQIVQIAMEAGLRIAP.... Result: 1 (interaction). (4) The miRNA is hsa-miR-4530 with sequence CCCAGCAGGACGGGAGCG. The protein sequence of the target gene is MALGGWRWARKALAAGRPLFQGRALLLTNTLGCGVLMAAGDGARQVWEVRARPGQRFSARRSASMFAVGCSMGPFLHFWYLWLDRLLPASGLRSLPSVMKKVLVDQTVASPILGVWYFLGLGSLEGQTLEESCQELRAKFWDFYKADWCVWPAAQLVNFLFIPSHFRVTYINGLTLGWDTYLSYLKYWVPEPLQTPGCAD. Result: 0 (no interaction). (5) The miRNA is hsa-miR-4485-3p with sequence UAACGGCCGCGGUACCCUAA. The protein sequence of the target gene is MGPVSVLPSPQSLSTWEGDLAKMTHLQAGLSPDTIEKARLELNENPDILHQDIQQVRDMIITRPDIGFLRTDDAFILRFLRARKFHQADAFRLLAQYFQYRQLNLDMFKNFKADDPGIKRALIDGFPGVLENRDHYGRKILLLFAANWDQSRNSFTDILRAILLSLEVLIEDPELQINGFILIIDWSNFSFKQASKLTPSILKLAIEGLQDSFPARFGGVHFVNQPWYIHALYTLIKPFLKDKTRKRIFLHGNNLNSLHQLIHPEFLPSEFGGTLPPYDMGTWARTLLGPDYSDENDYTH.... Result: 0 (no interaction).